This data is from Peptide-MHC class II binding affinity with 134,281 pairs from IEDB. The task is: Regression. Given a peptide amino acid sequence and an MHC pseudo amino acid sequence, predict their binding affinity value. This is MHC class II binding data. (1) The peptide sequence is TSSTPEAVSLLCSDK. The MHC is DRB1_1101 with pseudo-sequence DRB1_1101. The binding affinity (normalized) is 0.285. (2) The peptide sequence is CLNLDVYRILLLMVGI. The MHC is DRB1_1501 with pseudo-sequence DRB1_1501. The binding affinity (normalized) is 0. (3) The peptide sequence is YDTYKCIPSLEAAVK. The MHC is DRB1_0802 with pseudo-sequence DRB1_0802. The binding affinity (normalized) is 0.442. (4) The peptide sequence is EAKYDAYVATLSEALRIIAG. The MHC is HLA-DQA10501-DQB10301 with pseudo-sequence HLA-DQA10501-DQB10301. The binding affinity (normalized) is 0.651. (5) The peptide sequence is SKLKAEATTDGLGWY. The MHC is DRB3_0101 with pseudo-sequence DRB3_0101. The binding affinity (normalized) is 0.205. (6) The peptide sequence is CFKYLLIQGHYDQKL. The MHC is DRB1_0401 with pseudo-sequence DRB1_0401. The binding affinity (normalized) is 0.356.